Predict the reaction yield, written as a fraction of the theoretical maximum amount of product (1.0 means a 100% yield; for example, 0.34 means a 34% yield). From a dataset of Reaction yield outcomes from USPTO patents with 853,638 reactions. (1) The reactants are [Cl:1][C:2]1[N:3]=[N:4][C:5](Cl)=[C:6]([C:15]2[CH:20]=[CH:19][C:18]([Cl:21])=[CH:17][CH:16]=2)[C:7]=1[C:8]1[CH:13]=[CH:12][C:11]([Cl:14])=[CH:10][CH:9]=1.O.[NH2:24][NH2:25]. The catalyst is N1C=CC=CC=1. The product is [Cl:1][C:2]1[N:3]=[N:4][C:5]([NH:24][NH2:25])=[C:6]([C:15]2[CH:16]=[CH:17][C:18]([Cl:21])=[CH:19][CH:20]=2)[C:7]=1[C:8]1[CH:13]=[CH:12][C:11]([Cl:14])=[CH:10][CH:9]=1. The yield is 0.990. (2) The reactants are [Br:1][C:2]1[C:10]2[C:5](=[C:6](N)[N:7]=[CH:8][CH:9]=2)[S:4][CH:3]=1.N([O-])=O.[Na+].C(=O)(O)[O-].[Na+].[FH:21].N1C=CC=CC=1. No catalyst specified. The product is [Br:1][C:2]1[C:10]2[C:5](=[C:6]([F:21])[N:7]=[CH:8][CH:9]=2)[S:4][CH:3]=1. The yield is 0.590.